This data is from Forward reaction prediction with 1.9M reactions from USPTO patents (1976-2016). The task is: Predict the product of the given reaction. The product is: [NH2:80][C:2]1[CH:3]=[CH:4][C:5]2[O:18][C:8]3([C:16]4[C:11](=[N:12][CH:13]=[CH:14][CH:15]=4)[NH:10][C:9]3=[O:17])[C:7](=[O:19])[C:6]=2[CH:20]=1. Given the reactants Br[C:2]1[CH:3]=[CH:4][C:5]2[O:18][C:8]3([C:16]4[C:11](=[N:12][CH:13]=[CH:14][CH:15]=4)[NH:10][C:9]3=[O:17])[C:7](=[O:19])[C:6]=2[CH:20]=1.C1C=CC(P(C2C(C3C(P(C4C=CC=CC=4)C4C=CC=CC=4)=CC=C4C=3C=CC=C4)=C3C(C=CC=C3)=CC=2)C2C=CC=CC=2)=CC=1.C(=[NH:80])(C1C=CC=CC=1)C1C=CC=CC=1.CC(C)([O-])C.[Na+], predict the reaction product.